Dataset: Reaction yield outcomes from USPTO patents with 853,638 reactions. Task: Predict the reaction yield, written as a fraction of the theoretical maximum amount of product (1.0 means a 100% yield; for example, 0.34 means a 34% yield). (1) The reactants are [C:1](Cl)(=[O:7])[CH:2]=[CH:3][CH:4]=[CH:5][CH3:6].[C:9]1([C:15]#[C:16][C:17]2[CH:35]=[CH:34][C:20]([C:21]([NH:23][C:24]3[CH:29]=[CH:28][CH:27]=[CH:26][C:25]=3[S:30](=[O:33])(=[O:32])[NH2:31])=[O:22])=[CH:19][CH:18]=2)[CH:14]=[CH:13][CH:12]=[CH:11][CH:10]=1. The catalyst is CN(C)C1C=CN=CC=1.O1CCCC1. The product is [C:9]1([C:15]#[C:16][C:17]2[CH:35]=[CH:34][C:20]([C:21]([NH:23][C:24]3[CH:29]=[CH:28][CH:27]=[CH:26][C:25]=3[S:30]([NH:31][C:1](=[O:7])/[CH:2]=[CH:3]/[CH:4]=[CH:5][CH3:6])(=[O:33])=[O:32])=[O:22])=[CH:19][CH:18]=2)[CH:10]=[CH:11][CH:12]=[CH:13][CH:14]=1. The yield is 0.480. (2) The product is [CH2:34]([N:38]1[CH2:43][CH2:42][N:41]([C:32](=[NH:33])[C:28]2[CH:27]=[C:26]([NH:25][C:23](=[O:24])[NH:22][C:19]3[CH:20]=[CH:21][C:16]([S:13]([NH:12][C:6]4[C:5]5[C:10](=[CH:11][C:2]([Cl:1])=[CH:3][CH:4]=5)[N:9]=[CH:8][CH:7]=4)(=[O:14])=[O:15])=[CH:17][CH:18]=3)[CH:31]=[CH:30][CH:29]=2)[CH2:40][CH2:39]1)[CH2:35][CH2:36][CH3:37]. The yield is 0.250. No catalyst specified. The reactants are [Cl:1][C:2]1[CH:11]=[C:10]2[C:5]([C:6]([NH:12][S:13]([C:16]3[CH:21]=[CH:20][C:19]([NH:22][C:23]([NH:25][C:26]4[CH:31]=[CH:30][CH:29]=[C:28]([C:32]#[N:33])[CH:27]=4)=[O:24])=[CH:18][CH:17]=3)(=[O:15])=[O:14])=[CH:7][CH:8]=[N:9]2)=[CH:4][CH:3]=1.[CH2:34]([N:38]1[CH2:43][CH2:42][NH:41][CH2:40][CH2:39]1)[CH2:35][CH2:36][CH3:37]. (3) The reactants are [F:1][C:2]1([C:18]2C=[CH:22][C:21](C=O)=[C:20](O)[CH:19]=2)[CH2:7][CH2:6][N:5]([C:8]([O:10][CH2:11][C:12]2[CH:17]=[CH:16][CH:15]=[CH:14][CH:13]=2)=[O:9])[CH2:4][CH2:3]1.[CH3:27][C:28]1[N:29]=[C:30]([CH3:43])[C:31]2[N:32]([CH:34]=[C:35]([CH2:37][C:38]([O:40][CH2:41][CH3:42])=[O:39])[N:36]=2)[CH:33]=1.C(O)(=O)C. The product is [CH3:27][C:28]1[N:29]=[C:30]([CH3:43])[C:31]2[N:32]([CH:34]=[C:35]([C:37]3[C:38](=[O:39])[O:40][C:41]4[C:21]([CH:22]=3)=[CH:20][CH:19]=[C:18]([C:2]3([F:1])[CH2:7][CH2:6][N:5]([C:8]([O:10][CH2:11][C:12]5[CH:13]=[CH:14][CH:15]=[CH:16][CH:17]=5)=[O:9])[CH2:4][CH2:3]3)[CH:42]=4)[N:36]=2)[CH:33]=1. The catalyst is C(O)C.N1CCCCC1. The yield is 0.470. (4) The reactants are [CH2:1]([C@H:8]([N:24]([CH2:39][C:40]1[CH:41]=[N:42][C:43](Br)=[CH:44][CH:45]=1)[C:25](=[O:38])[CH:26]=[CH:27][C:28]1[CH:33]=[CH:32][C:31]([C:34]([F:37])([F:36])[F:35])=[CH:30][CH:29]=1)[C:9]([N:11]1[CH2:16][CH2:15][N:14]([CH2:17][C:18]2[CH:23]=[CH:22][CH:21]=[CH:20][CH:19]=2)[CH2:13][CH2:12]1)=[O:10])[C:2]1[CH:7]=[CH:6][CH:5]=[CH:4][CH:3]=1.[CH3:47][O:48][CH2:49][CH2:50][OH:51].CC1(C)C2C(=C(P(C3C=CC=CC=3)C3C=CC=CC=3)C=CC=2)OC2C(P(C3C=CC=CC=3)C3C=CC=CC=3)=CC=CC1=2.CC(C)([O-])C.[Na+]. The catalyst is C1(C)C=CC=CC=1.[Cl-].[Na+].O.C1C=CC(/C=C/C(/C=C/C2C=CC=CC=2)=O)=CC=1.C1C=CC(/C=C/C(/C=C/C2C=CC=CC=2)=O)=CC=1.C1C=CC(/C=C/C(/C=C/C2C=CC=CC=2)=O)=CC=1.[Pd].[Pd]. The product is [CH2:1]([C@H:8]([N:24]([CH2:39][C:40]1[CH:41]=[N:42][C:43]([O:51][CH2:50][CH2:49][O:48][CH3:47])=[CH:44][CH:45]=1)[C:25](=[O:38])[CH:26]=[CH:27][C:28]1[CH:33]=[CH:32][C:31]([C:34]([F:37])([F:36])[F:35])=[CH:30][CH:29]=1)[C:9]([N:11]1[CH2:16][CH2:15][N:14]([CH2:17][C:18]2[CH:23]=[CH:22][CH:21]=[CH:20][CH:19]=2)[CH2:13][CH2:12]1)=[O:10])[C:2]1[CH:7]=[CH:6][CH:5]=[CH:4][CH:3]=1. The yield is 0.470. (5) The yield is 0.950. The catalyst is C(OCC)(=O)C. The product is [N+:8]([C:7]1[C:2]([N:11]2[CH2:16][CH2:15][NH:14][CH2:13][CH2:12]2)=[N:3][CH:4]=[CH:5][CH:6]=1)([O-:10])=[O:9]. The reactants are Cl[C:2]1[C:7]([N+:8]([O-:10])=[O:9])=[CH:6][CH:5]=[CH:4][N:3]=1.[NH:11]1[CH2:16][CH2:15][NH:14][CH2:13][CH2:12]1.C(#N)C. (6) The reactants are [CH2:1]([O:8][CH2:9][CH2:10][CH2:11][CH2:12][O:13][C:14]1([C:38]2[CH:43]=[CH:42][CH:41]=[CH:40][C:39]=2[CH3:44])[CH2:17][N:16]([C:18](=[O:37])[C@H:19]([NH:29]C(=O)OC(C)(C)C)[CH2:20][C:21]2[CH:26]=[CH:25][C:24]([O:27][CH3:28])=[CH:23][CH:22]=2)[CH2:15]1)[C:2]1[CH:7]=[CH:6][CH:5]=[CH:4][CH:3]=1.[F:45][C:46]([F:51])([F:50])[C:47]([OH:49])=[O:48]. The catalyst is ClCCl. The product is [F:45][C:46]([F:51])([F:50])[C:47]([OH:49])=[O:48].[NH2:29][CH:19]([CH2:20][C:21]1[CH:26]=[CH:25][C:24]([O:27][CH3:28])=[CH:23][CH:22]=1)[C:18]([N:16]1[CH2:17][C:14]([O:13][CH2:12][CH2:11][CH2:10][CH2:9][O:8][CH2:1][C:2]2[CH:7]=[CH:6][CH:5]=[CH:4][CH:3]=2)([C:38]2[CH:43]=[CH:42][CH:41]=[CH:40][C:39]=2[CH3:44])[CH2:15]1)=[O:37]. The yield is 1.00. (7) The product is [NH2:25][C:23]1[N:22]=[CH:21][N:20]=[C:19]2[N:18]([CH:26]([CH3:28])[CH3:27])[N:17]=[C:16]([C:11]3[CH:10]=[C:9]([OH:8])[CH:14]=[C:13]([F:15])[CH:12]=3)[C:24]=12. The reactants are C([O:8][C:9]1[CH:10]=[C:11]([C:16]2[C:24]3[C:19](=[N:20][CH:21]=[N:22][C:23]=3[NH2:25])[N:18]([CH:26]([CH3:28])[CH3:27])[N:17]=2)[CH:12]=[C:13]([F:15])[CH:14]=1)C1C=CC=CC=1. The yield is 1.00. The catalyst is CO.[Pd]. (8) The reactants are O=[CH:2][CH2:3][C:4]1[C:12]2[C:7](=[CH:8][CH:9]=[C:10]([C:13]#[N:14])[CH:11]=2)[NH:6][CH:5]=1.[N:15]1([C:21]2[CH:26]=[CH:25][C:24]([N:27]3[CH:32]=[CH:31][CH:30]=[CH:29][C:28]3=[O:33])=[CH:23][CH:22]=2)[CH2:20][CH2:19][NH:18][CH2:17][CH2:16]1.C([BH3-])#N.[Na+].C(O)(=O)C. The catalyst is CO.O1CCCC1. The product is [O:33]=[C:28]1[CH:29]=[CH:30][CH:31]=[CH:32][N:27]1[C:24]1[CH:23]=[CH:22][C:21]([N:15]2[CH2:16][CH2:17][N:18]([CH2:2][CH2:3][C:4]3[C:12]4[C:7](=[CH:8][CH:9]=[C:10]([C:13]#[N:14])[CH:11]=4)[NH:6][CH:5]=3)[CH2:19][CH2:20]2)=[CH:26][CH:25]=1. The yield is 0.710. (9) The reactants are [Br:1][C:2]1[CH:9]=[CH:8][C:7]([O:10][CH3:11])=[CH:6][C:3]=1[CH2:4][OH:5].N1C=CN=C1.[Si:17](Cl)([C:20]([CH3:23])([CH3:22])[CH3:21])([CH3:19])[CH3:18].CCOCC. The catalyst is C1COCC1.O.CCCCCC. The product is [Br:1][C:2]1[CH:9]=[CH:8][C:7]([O:10][CH3:11])=[CH:6][C:3]=1[CH2:4][O:5][Si:17]([C:20]([CH3:23])([CH3:22])[CH3:21])([CH3:19])[CH3:18]. The yield is 0.960.